From a dataset of Full USPTO retrosynthesis dataset with 1.9M reactions from patents (1976-2016). Predict the reactants needed to synthesize the given product. (1) The reactants are: [F:1][C:2]([Si](C)(C)C)([F:4])[F:3].[Cl:9][C:10]1[CH:15]=[C:14]([O:16][CH3:17])[CH:13]=[CH:12][C:11]=1[CH:18]([CH3:32])[C:19]([C:21]1[CH:22]=[CH:23][C:24]2[O:28][C:27](=[O:29])[N:26]([CH3:30])[C:25]=2[CH:31]=1)=[O:20].O.O.O.[F-].C([N+](CCCC)(CCCC)CCCC)CCC.[F-].C([N+](CCCC)(CCCC)CCCC)CCC. Given the product [Cl:9][C:10]1[CH:15]=[C:14]([O:16][CH3:17])[CH:13]=[CH:12][C:11]=1[CH:18]([CH3:32])[C:19]([C:21]1[CH:22]=[CH:23][C:24]2[O:28][C:27](=[O:29])[N:26]([CH3:30])[C:25]=2[CH:31]=1)([OH:20])[C:2]([F:4])([F:3])[F:1], predict the reactants needed to synthesize it. (2) The reactants are: [NH2:1][C:2]1[C:9]([NH:10][C:11]2[CH:12]=[CH:13][C:14]3[C:18]4[CH:19]=[CH:20][CH:21]=[CH:22][C:17]=4[O:16][C:15]=3[CH:23]=2)=[CH:8][CH:7]=[CH:6][C:3]=1[C:4]#[N:5].[CH:24](OCC)(OCC)OCC.Cl. Given the product [CH:13]1[C:14]2[C:18]3[CH:19]=[CH:20][CH:21]=[CH:22][C:17]=3[O:16][C:15]=2[CH:23]=[C:11]([N:10]2[C:9]3[CH:8]=[CH:7][CH:6]=[C:3]([C:4]#[N:5])[C:2]=3[N:1]=[CH:24]2)[CH:12]=1, predict the reactants needed to synthesize it. (3) Given the product [C:15]([O:14][C:12]([N:19]1[CH2:24][CH2:23][CH:22]([N:1]([CH2:32][C:31]2[CH:34]=[C:27]([Cl:26])[CH:28]=[CH:29][C:30]=2[F:35])[C:2]2[CH:11]=[CH:10][CH:9]=[C:4]([C:5]([O:7][CH3:8])=[O:6])[CH:3]=2)[CH2:21][CH2:20]1)=[O:13])([CH3:18])([CH3:17])[CH3:16], predict the reactants needed to synthesize it. The reactants are: [NH2:1][C:2]1[CH:3]=[C:4]([CH:9]=[CH:10][CH:11]=1)[C:5]([O:7][CH3:8])=[O:6].[C:12]([N:19]1[CH2:24][CH2:23][C:22](=O)[CH2:21][CH2:20]1)([O:14][C:15]([CH3:18])([CH3:17])[CH3:16])=[O:13].[Cl:26][C:27]1[CH:28]=[CH:29][C:30]([F:35])=[C:31]([CH:34]=1)[CH2:32]Br. (4) Given the product [CH3:1][N:2]1[CH2:3][CH2:4][C:5]([C:10]2[CH:11]=[CH:12][C:13]([O:16][CH3:17])=[CH:14][CH:15]=2)([CH2:8][NH2:9])[CH2:6][CH2:7]1, predict the reactants needed to synthesize it. The reactants are: [CH3:1][N:2]1[CH2:7][CH2:6][C:5]([C:10]2[CH:15]=[CH:14][C:13]([O:16][CH3:17])=[CH:12][CH:11]=2)([C:8]#[N:9])[CH2:4][CH2:3]1.[H-].[H-].[H-].[H-].[Li+].[Al+3]. (5) Given the product [OH:4][CH2:3][C:5]1[N:10]=[C:9]([C:11]([F:13])([F:12])[F:14])[N:8]=[C:7]([NH:15][CH:16]2[CH2:21][CH2:20][N:19]([C:22]([O:24][C:25]([CH3:28])([CH3:27])[CH3:26])=[O:23])[CH2:18][CH2:17]2)[CH:6]=1, predict the reactants needed to synthesize it. The reactants are: [BH4-].[Na+].[CH:3]([C:5]1[N:10]=[C:9]([C:11]([F:14])([F:13])[F:12])[N:8]=[C:7]([NH:15][CH:16]2[CH2:21][CH2:20][N:19]([C:22]([O:24][C:25]([CH3:28])([CH3:27])[CH3:26])=[O:23])[CH2:18][CH2:17]2)[CH:6]=1)=[O:4]. (6) Given the product [Cl:32][C:27]1[C:26]([CH3:33])=[N:25][C:24]2[N:29]([N:30]=[C:22]3[CH2:21][N:20]([C:18]([C:13]4[CH:14]=[CH:15][CH:16]=[CH:17][C:12]=4[O:11][CH2:10][CH2:9][NH:7][CH3:6])=[O:19])[CH2:34][C:23]3=2)[C:28]=1[CH3:31], predict the reactants needed to synthesize it. The reactants are: C(O[C:6](=O)[N:7]([CH2:9][CH2:10][O:11][C:12]1[CH:17]=[CH:16][CH:15]=[CH:14][C:13]=1[C:18]([N:20]1[CH2:34][C:23]2=[C:24]3[N:29]([N:30]=[C:22]2[CH2:21]1)[C:28]([CH3:31])=[C:27]([Cl:32])[C:26]([CH3:33])=[N:25]3)=[O:19])C)(C)(C)C.O1CCOCC1.Cl. (7) Given the product [F:1][C:2]1[CH:7]=[C:6]([C:8]([OH:10])=[O:9])[CH:5]=[CH:4][C:3]=1[C:12]1[CH:17]=[CH:16][C:15]([O:18][CH2:19][CH:20]2[CH2:25][CH2:24][N:23]([CH2:26][C:27]3([C:31]([F:34])([F:32])[F:33])[CH2:28][CH2:29][CH2:30]3)[CH2:22][CH2:21]2)=[C:14]([F:35])[CH:13]=1, predict the reactants needed to synthesize it. The reactants are: [F:1][C:2]1[CH:7]=[C:6]([C:8]([O:10]C)=[O:9])[CH:5]=[CH:4][C:3]=1[C:12]1[CH:17]=[CH:16][C:15]([O:18][CH2:19][CH:20]2[CH2:25][CH2:24][N:23]([CH2:26][C:27]3([C:31]([F:34])([F:33])[F:32])[CH2:30][CH2:29][CH2:28]3)[CH2:22][CH2:21]2)=[C:14]([F:35])[CH:13]=1.O[Li].O.